From a dataset of Forward reaction prediction with 1.9M reactions from USPTO patents (1976-2016). Predict the product of the given reaction. (1) The product is: [F:15][C:16]1[CH:17]=[C:18]([CH:22]=[C:23]([C:25]([F:28])([F:27])[F:26])[CH:24]=1)[C:19]([N:10]=[C:8]1[N:7]([CH:30]([CH2:35][CH3:36])[C:31]([OH:33])=[O:32])[C:6]2[CH:11]=[CH:12][C:3]([C:2]([F:1])([F:13])[F:14])=[CH:4][C:5]=2[S:9]1)=[O:20]. Given the reactants [F:1][C:2]([F:14])([F:13])[C:3]1[CH:12]=[CH:11][C:6]2[N:7]=[C:8]([NH2:10])[S:9][C:5]=2[CH:4]=1.[F:15][C:16]1[CH:17]=[C:18]([CH:22]=[C:23]([C:25]([F:28])([F:27])[F:26])[CH:24]=1)[C:19](Cl)=[O:20].Br[CH:30]([CH2:35][CH3:36])[C:31]([O:33]C)=[O:32].COC1C=CC2N=C(N)SC=2C=1.ClC1C=C(C=CC=1)C(Cl)=O.BrCC(OCC)=O, predict the reaction product. (2) Given the reactants [F:1][C:2]1[CH:7]=[CH:6][C:5]([C:8]2[C:17]([N:18]3[CH2:23][CH2:22][C:21]([C:24]4[CH:29]=[CH:28][CH:27]=[CH:26][N:25]=4)=[CH:20][CH2:19]3)=[N:16][C:15]3[C:10](=[CH:11][CH:12]=[C:13]([C:30]([O:32][CH3:33])=[O:31])[CH:14]=3)[N:9]=2)=[CH:4][CH:3]=1.O, predict the reaction product. The product is: [F:1][C:2]1[CH:3]=[CH:4][C:5]([C:8]2[C:17]([N:18]3[CH2:19][CH2:20][CH:21]([C:24]4[CH:29]=[CH:28][CH:27]=[CH:26][N:25]=4)[CH2:22][CH2:23]3)=[N:16][C:15]3[C:10](=[CH:11][CH:12]=[C:13]([C:30]([O:32][CH3:33])=[O:31])[CH:14]=3)[N:9]=2)=[CH:6][CH:7]=1. (3) Given the reactants [N:1]([C@@H:4]([CH2:9][C:10]1[CH:15]=[CH:14][CH:13]=[CH:12][CH:11]=1)[C:5]([O:7][CH3:8])=[O:6])=[C:2]=[O:3].Cl.[CH3:17][N:18]1[CH2:23][CH2:22][N:21]([C:24]2[CH:29]=[C:28]([C:30]3[CH:39]=[C:38]4[C:33]([CH2:34][CH2:35][NH:36][CH2:37]4)=[CH:32][CH:31]=3)[N:27]=[C:26]([NH2:40])[N:25]=2)[CH2:20][CH2:19]1.C(N(CC)CC)C, predict the reaction product. The product is: [NH2:40][C:26]1[N:27]=[C:28]([C:30]2[CH:39]=[C:38]3[C:33]([CH2:34][CH2:35][N:36]([C:2]([NH:1][C@@H:4]([CH2:9][C:10]4[CH:15]=[CH:14][CH:13]=[CH:12][CH:11]=4)[C:5]([O:7][CH3:8])=[O:6])=[O:3])[CH2:37]3)=[CH:32][CH:31]=2)[CH:29]=[C:24]([N:21]2[CH2:20][CH2:19][N:18]([CH3:17])[CH2:23][CH2:22]2)[N:25]=1. (4) Given the reactants [S:1]1[CH:5]=[CH:4][C:3]([C:6]#[N:7])=[CH:2]1.[C:8]([Cl:11])(=[O:10])[CH3:9], predict the reaction product. The product is: [ClH:11].[CH2:8]([O:10][C:6]([C:3]1[CH:4]=[CH:5][S:1][CH:2]=1)=[NH:7])[CH3:9]. (5) Given the reactants [Cl:1][C:2]1[CH:3]=[N:4][C:5]([N:23]2[CH2:26][CH:25]([C:27](=O)[C:28]3[CH:33]=[CH:32][CH:31]=[C:30]([F:34])[CH:29]=3)[CH2:24]2)=[C:6]([CH:22]=1)[C:7]([NH:9][C:10]1([C:13]2[CH:21]=[CH:20][C:16]([C:17]([OH:19])=[O:18])=[CH:15][CH:14]=2)[CH2:12][CH2:11]1)=[O:8].Cl.[CH3:37][O:38][NH2:39], predict the reaction product. The product is: [Cl:1][C:2]1[CH:3]=[N:4][C:5]([N:23]2[CH2:26][CH:25]([C:27]([C:28]3[CH:33]=[CH:32][CH:31]=[C:30]([F:34])[CH:29]=3)=[N:39][O:38][CH3:37])[CH2:24]2)=[C:6]([CH:22]=1)[C:7]([NH:9][C:10]1([C:13]2[CH:14]=[CH:15][C:16]([C:17]([OH:19])=[O:18])=[CH:20][CH:21]=2)[CH2:11][CH2:12]1)=[O:8]. (6) Given the reactants [CH3:1][C:2]1[CH:3]=[C:4]([C:9]([O:17]C)(OC)[CH2:10][CH2:11][C:12]([O-:14])=O)[CH:5]=[CH:6][C:7]=1[CH3:8].[K+].ClC1C=C(Cl)C=C(Cl)C=1C(Cl)=O.[C:32]1([C:38]2[CH:43]=[C:42]([C:44]3[CH:49]=[CH:48][CH:47]=[CH:46][CH:45]=3)[N:41]=[C:40]([NH2:50])[CH:39]=2)[CH:37]=[CH:36][CH:35]=[CH:34][CH:33]=1.Cl, predict the reaction product. The product is: [CH3:1][C:2]1[CH:3]=[C:4]([C:9](=[O:17])[CH2:10][CH2:11][C:12]([NH:50][C:40]2[CH:39]=[C:38]([C:32]3[CH:37]=[CH:36][CH:35]=[CH:34][CH:33]=3)[CH:43]=[C:42]([C:44]3[CH:45]=[CH:46][CH:47]=[CH:48][CH:49]=3)[N:41]=2)=[O:14])[CH:5]=[CH:6][C:7]=1[CH3:8]. (7) Given the reactants C([O:8][C:9]([C:11]1[C:19]2[C:14](=[CH:15][CH:16]=[CH:17][CH:18]=2)[N:13]([C:20](=[O:22])[NH2:21])[CH:12]=1)=[O:10])C1C=CC=CC=1, predict the reaction product. The product is: [C:20]([N:13]1[C:14]2[C:19](=[CH:18][CH:17]=[CH:16][CH:15]=2)[C:11]([C:9]([OH:10])=[O:8])=[CH:12]1)(=[O:22])[NH2:21]. (8) Given the reactants Cl[C:2]1[C:11]2[C:6](=[CH:7][CH:8]=[CH:9][C:10]=2[Cl:12])[CH:5]=[C:4]([C@@H:13]([NH:15][C:16]2[N:24]=[CH:23][N:22]=[C:21]3[C:17]=2[N:18]=[CH:19][N:20]3[CH2:25][C:26]2[CH:31]=[CH:30][C:29]([O:32][CH3:33])=[CH:28][CH:27]=2)[CH3:14])[N:3]=1.O.[CH3:35][N:36](C=O)C, predict the reaction product. The product is: [Cl:12][C:10]1[CH:9]=[CH:8][CH:7]=[C:6]2[C:11]=1[C:2]([C:35]#[N:36])=[N:3][C:4]([C@@H:13]([NH:15][C:16]1[N:24]=[CH:23][N:22]=[C:21]3[C:17]=1[N:18]=[CH:19][N:20]3[CH2:25][C:26]1[CH:31]=[CH:30][C:29]([O:32][CH3:33])=[CH:28][CH:27]=1)[CH3:14])=[CH:5]2. (9) Given the reactants [CH3:1][O:2][C:3]1[CH:10]=[CH:9][C:8]([N+:11]([O-:13])=[O:12])=[CH:7][C:4]=1[CH2:5]Br.[C-:14]#[N:15].[Na+].O, predict the reaction product. The product is: [CH3:1][O:2][C:3]1[CH:10]=[CH:9][C:8]([N+:11]([O-:13])=[O:12])=[CH:7][C:4]=1[CH2:5][C:14]#[N:15].